Dataset: Peptide-MHC class II binding affinity with 134,281 pairs from IEDB. Task: Regression. Given a peptide amino acid sequence and an MHC pseudo amino acid sequence, predict their binding affinity value. This is MHC class II binding data. (1) The peptide sequence is LMCLSPLMANLAPHL. The MHC is DRB1_0101 with pseudo-sequence DRB1_0101. The binding affinity (normalized) is 1.00. (2) The peptide sequence is FSNIQDLGKKRFLLI. The MHC is DRB1_0101 with pseudo-sequence DRB1_0101. The binding affinity (normalized) is 0.839. (3) The peptide sequence is LAKYKANWIEIMRIK. The MHC is HLA-DQA10101-DQB10501 with pseudo-sequence HLA-DQA10101-DQB10501. The binding affinity (normalized) is 0.569. (4) The peptide sequence is PTFAKAMEKLSVLKV. The MHC is DRB1_1501 with pseudo-sequence DRB1_1501. The binding affinity (normalized) is 0.331. (5) The MHC is DRB1_1101 with pseudo-sequence DRB1_1101. The binding affinity (normalized) is 0.551. The peptide sequence is WNTGHDWILADKRPT. (6) The peptide sequence is FLGCLVKEIPPRLLY. The MHC is HLA-DPA10201-DPB10501 with pseudo-sequence HLA-DPA10201-DPB10501. The binding affinity (normalized) is 0.523.